Dataset: Forward reaction prediction with 1.9M reactions from USPTO patents (1976-2016). Task: Predict the product of the given reaction. (1) Given the reactants F[C:2]1[CH:3]=[C:4]([CH2:19][CH2:20][OH:21])[CH:5]=[CH:6][C:7]=1[O:8][C:9]1[CH:10]=NC(C(F)(F)F)=N[CH:14]=1.[N:22]#[C:23][NH2:24].OS([C:29]([F:32])(F)F)(=O)=O.[CH2:33]1[CH2:37]OC[CH2:34]1, predict the reaction product. The product is: [C:23](=[NH:24])([O:21][CH2:20][CH2:19][C:4]1[CH:3]=[CH:2][C:7]([O:8][C:9]2[CH:14]=[CH:34][C:33]([CH3:37])=[C:29]([F:32])[CH:10]=2)=[CH:6][CH:5]=1)[NH2:22]. (2) Given the reactants O[CH2:2][C@@H:3]([NH:8][C:9]([C:22]1[CH:27]=[CH:26][CH:25]=[CH:24][CH:23]=1)([C:16]1[CH:21]=[CH:20][CH:19]=[CH:18][CH:17]=1)[C:10]1[CH:15]=[CH:14][CH:13]=[CH:12][CH:11]=1)[C:4]([O:6][CH3:7])=[O:5].CS(Cl)(=O)=O.CCN(CC)CC.S([O-])(=O)(=O)C, predict the reaction product. The product is: [C:9]([N@@:8]1[CH2:2][CH:3]1[C:4]([O:6][CH3:7])=[O:5])([C:10]1[CH:11]=[CH:12][CH:13]=[CH:14][CH:15]=1)([C:22]1[CH:27]=[CH:26][CH:25]=[CH:24][CH:23]=1)[C:16]1[CH:17]=[CH:18][CH:19]=[CH:20][CH:21]=1. (3) Given the reactants [CH3:1][NH:2][CH2:3][CH2:4][NH:5][CH3:6].[C:7](=[O:10])([O-])[O-:8].[Na+].[Na+].C(=O)([O-])OC1C=CC([N+]([O-])=O)=CC=1[CH2:24][CH2:25][Si:26]([CH3:29])([CH3:28])[CH3:27].O, predict the reaction product. The product is: [CH3:27][Si:26]([CH3:29])([CH3:28])[CH2:25][CH2:24][O:8][C:7]([N:2]([CH3:1])[CH2:3][CH2:4][NH:5][CH3:6])=[O:10]. (4) Given the reactants [CH3:1][O:2][C:3](=[O:12])[C:4]1[CH:9]=[C:8]([NH2:10])[CH:7]=[CH:6][C:5]=1[F:11].[Br:13][C:14]1[CH:15]=[C:16]([CH:19]=[CH:20][CH:21]=1)[CH:17]=O, predict the reaction product. The product is: [CH3:1][O:2][C:3](=[O:12])[C:4]1[CH:9]=[C:8]([N:10]=[CH:17][C:16]2[CH:19]=[CH:20][CH:21]=[C:14]([Br:13])[CH:15]=2)[CH:7]=[CH:6][C:5]=1[F:11]. (5) Given the reactants B(Cl)(Cl)Cl.[O:5]1[CH2:10][CH2:9][NH:8][C:7]2[CH:11]=[CH:12][CH:13]=[CH:14][C:6]1=2.[Cl-].[Al+3].[Cl-].[Cl-].[CH3:19][C:20]1[CH:21]=[C:22]([CH:25]=[CH:26][CH:27]=1)[C:23]#N.Cl.[OH-:29].[Na+], predict the reaction product. The product is: [O:5]1[CH2:10][CH2:9][NH:8][C:7]2[C:11]([C:23]([C:22]3[CH:21]=[C:20]([CH3:19])[CH:27]=[CH:26][CH:25]=3)=[O:29])=[CH:12][CH:13]=[CH:14][C:6]1=2. (6) Given the reactants Br[C:2]1[N:6]([CH3:7])[C:5]([CH3:8])=[N:4][CH:3]=1.[Cl:9][C:10]1[C:15]([F:16])=[CH:14][CH:13]=[C:12]([O:17][CH3:18])[C:11]=1[C@H:19]([C:21]1[C:29]2[C:24](=[N:25][CH:26]=[C:27](B3OC(C)(C)C(C)(C)O3)[CH:28]=2)[NH:23][CH:22]=1)[CH3:20].C(=O)([O-])[O-].[K+].[K+].ClCCl, predict the reaction product. The product is: [Cl:9][C:10]1[C:15]([F:16])=[CH:14][CH:13]=[C:12]([O:17][CH3:18])[C:11]=1[C@H:19]([C:21]1[C:29]2[C:24](=[N:25][CH:26]=[C:27]([C:2]3[N:6]([CH3:7])[C:5]([CH3:8])=[N:4][CH:3]=3)[CH:28]=2)[NH:23][CH:22]=1)[CH3:20]. (7) Given the reactants [C:1]1([C:7]2[C:8]([C:20]3[CH:25]=[CH:24][C:23]([CH2:26][NH2:27])=[CH:22][CH:21]=3)=[N:9][C:10]3[CH:11]=[CH:12][N:13]4[CH:19]=[N:18][N:17]=[C:14]4[C:15]=3[CH:16]=2)[CH:6]=[CH:5][CH:4]=[CH:3][CH:2]=1.C(N(CC)CC)C.[C:35](OC(=O)C)(=[O:37])[CH3:36], predict the reaction product. The product is: [C:1]1([C:7]2[C:8]([C:20]3[CH:25]=[CH:24][C:23]([CH2:26][NH:27][C:35](=[O:37])[CH3:36])=[CH:22][CH:21]=3)=[N:9][C:10]3[CH:11]=[CH:12][N:13]4[CH:19]=[N:18][N:17]=[C:14]4[C:15]=3[CH:16]=2)[CH:6]=[CH:5][CH:4]=[CH:3][CH:2]=1.